From a dataset of Catalyst prediction with 721,799 reactions and 888 catalyst types from USPTO. Predict which catalyst facilitates the given reaction. (1) Product: [CH3:1][O:2][C:3]1[N:8]=[CH:7][C:6]([CH:9]([OH:15])[CH:10]([N+:12]([O-:14])=[O:13])[CH3:11])=[CH:5][CH:4]=1.[NH2:12][C@@H:10]([CH3:11])[C@@H:9]([C:6]1[CH:7]=[N:8][C:3]([O:2][CH3:1])=[CH:4][CH:5]=1)[OH:15]. Reactant: [CH3:1][O:2][C:3]1[N:8]=[CH:7][C:6]([CH:9]([OH:15])[CH:10]([N+:12]([O-:14])=[O:13])[CH3:11])=[CH:5][CH:4]=1.[H][H]. The catalyst class is: 19. (2) Reactant: C(OC([NH:8][C:9]1[CH:14]=[CH:13][C:12]([C:15]2[N:19]3[CH:20]=[CH:21][N:22]=[C:23]([C:24]([O:26][CH3:27])=[O:25])[C:18]3=[N:17][N:16]=2)=[CH:11][CH:10]=1)=O)(C)(C)C.C(O)(C(F)(F)F)=O. Product: [NH2:8][C:9]1[CH:14]=[CH:13][C:12]([C:15]2[N:19]3[CH:20]=[CH:21][N:22]=[C:23]([C:24]([O:26][CH3:27])=[O:25])[C:18]3=[N:17][N:16]=2)=[CH:11][CH:10]=1. The catalyst class is: 2.